From a dataset of Full USPTO retrosynthesis dataset with 1.9M reactions from patents (1976-2016). Predict the reactants needed to synthesize the given product. (1) Given the product [CH2:24]([O:23][C@H:21]([CH3:22])[CH2:20][O:19][CH2:18][C:15]1[CH:16]=[CH:17][C:12]([C@@H:10]2[C@@H:9]([O:26][CH2:27][C:28]3[CH:29]=[CH:30][C:31]4[O:36][CH2:35][CH2:34][N:33]([CH2:37][CH2:38][CH2:39][O:40][CH3:41])[C:32]=4[CH:42]=3)[CH2:8][N:7]([S:43]([C:46]3[CH:51]=[CH:50][C:49]([CH3:52])=[CH:48][CH:47]=3)(=[O:45])=[O:44])[C@H:6]([CH2:5][C:4]([CH3:53])([CH3:54])[C:3]([OH:55])=[O:2])[CH2:11]2)=[CH:13][CH:14]=1)[CH3:25], predict the reactants needed to synthesize it. The reactants are: C[O:2][C:3](=[O:55])[C:4]([CH3:54])([CH3:53])[CH2:5][C@@H:6]1[CH2:11][C@H:10]([C:12]2[CH:17]=[CH:16][C:15]([CH2:18][O:19][CH2:20][C@H:21]([O:23][CH2:24][CH3:25])[CH3:22])=[CH:14][CH:13]=2)[C@@H:9]([O:26][CH2:27][C:28]2[CH:29]=[CH:30][C:31]3[O:36][CH2:35][CH2:34][N:33]([CH2:37][CH2:38][CH2:39][O:40][CH3:41])[C:32]=3[CH:42]=2)[CH2:8][N:7]1[S:43]([C:46]1[CH:51]=[CH:50][C:49]([CH3:52])=[CH:48][CH:47]=1)(=[O:45])=[O:44].[OH-].[Li+]. (2) Given the product [Cl:1][C:2]1[CH:3]=[CH:4][C:5]2[S:9][C:8](=[O:10])[N:7]([CH2:11][CH2:12][N:37]3[CH2:36][CH2:35][CH:34]([N:26]([CH2:25][C:22]4[N:21]=[CH:20][C:19]5[O:18][CH2:17][CH2:16][O:15][C:24]=5[CH:23]=4)[C:27](=[O:33])[O:28][C:29]([CH3:31])([CH3:32])[CH3:30])[CH2:39][CH2:38]3)[C:6]=2[CH:14]=1, predict the reactants needed to synthesize it. The reactants are: [Cl:1][C:2]1[CH:3]=[CH:4][C:5]2[S:9][C:8](=[O:10])[N:7]([CH2:11][CH:12]=O)[C:6]=2[CH:14]=1.[O:15]1[C:24]2[CH:23]=[C:22]([CH2:25][N:26]([CH:34]3[CH2:39][CH2:38][NH:37][CH2:36][CH2:35]3)[C:27](=[O:33])[O:28][C:29]([CH3:32])([CH3:31])[CH3:30])[N:21]=[CH:20][C:19]=2[O:18][CH2:17][CH2:16]1.CO. (3) Given the product [Cl:26][C:21]1[CH:22]=[CH:23][CH:24]=[CH:25][C:20]=1[N:19]([CH3:18])[C:15]([C:13]1[S:14][C:5]2[C:4]3[CH:3]=[C:2]([CH3:1])[CH:11]=[CH:10][C:9]=3[O:8][CH2:7][C:6]=2[CH:12]=1)=[O:17], predict the reactants needed to synthesize it. The reactants are: [CH3:1][C:2]1[CH:11]=[CH:10][C:9]2[O:8][CH2:7][C:6]3[CH:12]=[C:13]([C:15]([OH:17])=O)[S:14][C:5]=3[C:4]=2[CH:3]=1.[CH3:18][NH:19][C:20]1[CH:25]=[CH:24][CH:23]=[CH:22][C:21]=1[Cl:26].C(N(CC)CC)C.